The task is: Predict the reaction yield, written as a fraction of the theoretical maximum amount of product (1.0 means a 100% yield; for example, 0.34 means a 34% yield).. This data is from Reaction yield outcomes from USPTO patents with 853,638 reactions. (1) The reactants are C(OC([N:8]1[CH2:13][CH2:12][CH:11]([C:14](O)=O)[CH2:10][CH2:9]1)=O)(C)(C)C.C1N=CN(C(N2C=NC=C2)=O)C=1.[Br:29][C:30]1[CH:31]=[C:32]([NH2:37])[C:33]([NH2:36])=[CH:34][CH:35]=1. The catalyst is CN(C=O)C.N1C=CC=CC=1. The product is [Br:29][C:30]1[CH:35]=[CH:34][C:33]2[NH:36][C:14]([CH:11]3[CH2:10][CH2:9][NH:8][CH2:13][CH2:12]3)=[N:37][C:32]=2[CH:31]=1. The yield is 0.550. (2) The yield is 0.0200. The product is [NH3:6].[CH3:24][NH:23][C:21](=[O:22])[C:20]1[CH:25]=[CH:26][CH:27]=[CH:18][CH:19]=1. The reactants are ClCS([NH:6]C1C=C2C(=CC=1)C=NC=C2)(=O)=O.N[C:18]1[CH:19]=[C:20]([CH:25]=[CH:26][CH:27]=1)[C:21]([NH:23][CH3:24])=[O:22]. The catalyst is CO. (3) The reactants are [C:1]([C:4]1[CH:5]=[C:6](B(O)O)[CH:7]=[CH:8][CH:9]=1)(=[O:3])[CH3:2].I[C:14]1[C:22]2[C:17](=[N:18][CH:19]=[N:20][C:21]=2[NH2:23])[N:16]([CH:24]([CH3:26])[CH3:25])[N:15]=1.C([O-])([O-])=O.[Na+].[Na+]. The catalyst is CCO.COCCOC.C1C=CC([P]([Pd]([P](C2C=CC=CC=2)(C2C=CC=CC=2)C2C=CC=CC=2)([P](C2C=CC=CC=2)(C2C=CC=CC=2)C2C=CC=CC=2)[P](C2C=CC=CC=2)(C2C=CC=CC=2)C2C=CC=CC=2)(C2C=CC=CC=2)C2C=CC=CC=2)=CC=1. The product is [NH2:23][C:21]1[N:20]=[CH:19][N:18]=[C:17]2[N:16]([CH:24]([CH3:26])[CH3:25])[N:15]=[C:14]([C:6]3[CH:5]=[C:4]([C:1](=[O:3])[CH3:2])[CH:9]=[CH:8][CH:7]=3)[C:22]=12. The yield is 0.180. (4) The reactants are [Cl-].[CH3:2][O:3][CH2:4][P+](C1C=CC=CC=1)(C1C=CC=CC=1)C1C=CC=CC=1.CC(C)([O-])C.[K+].[N:30]1[CH:35]=[CH:34][CH:33]=[CH:32][C:31]=1[CH:36]=O.CCCCCC. The catalyst is O1CCCC1. The product is [CH3:2][O:3]/[CH:4]=[CH:36]\[C:31]1[CH:32]=[CH:33][CH:34]=[CH:35][N:30]=1. The yield is 0.240. (5) The reactants are [CH3:1][O:2][C:3]1[CH:38]=[CH:37][C:6]([CH2:7][O:8][CH2:9][CH2:10][CH2:11][C@@:12]2([C:31]3[CH:36]=[CH:35][CH:34]=[CH:33][CH:32]=3)[O:17][C:16](=[O:18])[N:15]([C@H:19]([C:21]3[CH:26]=[CH:25][C:24]([CH2:27][C:28]([OH:30])=[O:29])=[CH:23][CH:22]=3)[CH3:20])[CH2:14][CH2:13]2)=[CH:5][CH:4]=1.[C:39]([O-])([O-])=O.[K+].[K+].CI. The catalyst is CN(C=O)C. The product is [CH3:1][O:2][C:3]1[CH:38]=[CH:37][C:6]([CH2:7][O:8][CH2:9][CH2:10][CH2:11][C@@:12]2([C:31]3[CH:32]=[CH:33][CH:34]=[CH:35][CH:36]=3)[O:17][C:16](=[O:18])[N:15]([C@H:19]([C:21]3[CH:22]=[CH:23][C:24]([CH2:27][C:28]([O:30][CH3:39])=[O:29])=[CH:25][CH:26]=3)[CH3:20])[CH2:14][CH2:13]2)=[CH:5][CH:4]=1. The yield is 0.370. (6) The reactants are [NH2:1][C:2]1[N:7]=[CH:6][N:5]=[C:4]2[N:8]([C@@H:26]3[CH2:31][CH2:30][CH2:29][N:28]([C:32](=[O:36])[CH2:33][C:34]#[N:35])[CH2:27]3)[N:9]=[C:10]([C:11]3[CH:16]=[CH:15][C:14]([O:17][C:18]4[CH:23]=[CH:22][CH:21]=[C:20]([F:24])[C:19]=4[F:25])=[CH:13][CH:12]=3)[C:3]=12.[CH:37]1([CH:40]=O)[CH2:39][CH2:38]1.N1CCCCC1. The catalyst is CO. The product is [NH2:1][C:2]1[N:7]=[CH:6][N:5]=[C:4]2[N:8]([C@@H:26]3[CH2:31][CH2:30][CH2:29][N:28]([C:32]([C:33](=[CH:40][CH:37]4[CH2:39][CH2:38]4)[C:34]#[N:35])=[O:36])[CH2:27]3)[N:9]=[C:10]([C:11]3[CH:16]=[CH:15][C:14]([O:17][C:18]4[CH:23]=[CH:22][CH:21]=[C:20]([F:24])[C:19]=4[F:25])=[CH:13][CH:12]=3)[C:3]=12. The yield is 0.170.